Dataset: Forward reaction prediction with 1.9M reactions from USPTO patents (1976-2016). Task: Predict the product of the given reaction. (1) Given the reactants Br[C:2]1[CH:7]=[CH:6][N:5]=[CH:4][C:3]=1[N:8]([CH3:25])[C:9](=[O:24])[C:10]1[CH:15]=[C:14]([C:16]([F:19])([F:18])[F:17])[CH:13]=[C:12]([C:20]([F:23])([F:22])[F:21])[CH:11]=1.[Cl:26][C:27]1[C:28]([O:36][CH3:37])=[N:29][CH:30]=[CH:31][C:32]=1B(O)O, predict the reaction product. The product is: [Cl:26][C:27]1[C:28]([O:36][CH3:37])=[N:29][CH:30]=[CH:31][C:32]=1[C:2]1[CH:7]=[CH:6][N:5]=[CH:4][C:3]=1[N:8]([CH3:25])[C:9](=[O:24])[C:10]1[CH:15]=[C:14]([C:16]([F:19])([F:18])[F:17])[CH:13]=[C:12]([C:20]([F:23])([F:22])[F:21])[CH:11]=1. (2) Given the reactants [CH3:1][C:2]1([CH3:18])[CH2:10][C:9]2[C:4](=[CH:5][CH:6]=[CH:7][C:8]=2[CH2:11][CH:12]([CH3:16])[C:13]([OH:15])=[O:14])[C:3]1=O.[OH-].[K+].O.NN, predict the reaction product. The product is: [CH3:1][C:2]1([CH3:18])[CH2:10][C:9]2[C:4](=[CH:5][CH:6]=[CH:7][C:8]=2[CH2:11][CH:12]([CH3:16])[C:13]([OH:15])=[O:14])[CH2:3]1. (3) Given the reactants [C:1]([C:3]1[CH:8]=[CH:7][C:6]([C:9]([F:12])([F:11])[F:10])=[CH:5][C:4]=1[C:13]1[CH:18]=[C:17]([C:19]2[CH:24]=[CH:23][C:22]([CH3:25])=[CH:21][N:20]=2)[CH:16]=[C:15]([C:26]([OH:28])=O)[CH:14]=1)#[N:2].Cl.[O:30]1[CH2:35][CH2:34][N:33]([CH2:36][C@H:37]([NH2:39])[CH3:38])[CH2:32][CH2:31]1.F[P-](F)(F)(F)(F)F.C[N+](C)=C(N(C)C)ON1C2N=CC=CC=2N=N1.C(N(CC)C(C)C)(C)C, predict the reaction product. The product is: [C:1]([C:3]1[CH:8]=[CH:7][C:6]([C:9]([F:12])([F:10])[F:11])=[CH:5][C:4]=1[C:13]1[CH:18]=[C:17]([C:19]2[CH:24]=[CH:23][C:22]([CH3:25])=[CH:21][N:20]=2)[CH:16]=[C:15]([C:26]([NH:39][C@H:37]([CH3:38])[CH2:36][N:33]2[CH2:34][CH2:35][O:30][CH2:31][CH2:32]2)=[O:28])[CH:14]=1)#[N:2]. (4) Given the reactants [N+:1]([C:4]1[C:5]([CH3:21])=[C:6]2[C:11](=[C:12]([CH3:15])[C:13]=1[CH3:14])[O:10][C:9]([CH2:17][O:18][CH3:19])([CH3:16])[CH2:8][C:7]2=[O:20])([O-:3])=[O:2].[BH4-].[Na+].O, predict the reaction product. The product is: [N+:1]([C:4]1[C:5]([CH3:21])=[C:6]2[C:11](=[C:12]([CH3:15])[C:13]=1[CH3:14])[O:10][C:9]([CH2:17][O:18][CH3:19])([CH3:16])[CH2:8][CH:7]2[OH:20])([O-:3])=[O:2]. (5) The product is: [NH:1]1[C:9]2[C:4](=[CH:5][CH:6]=[C:7]([CH:10]([C:16]3[CH:17]=[CH:18][CH:19]=[CH:20][CH:21]=3)[CH2:11][C:12]([NH:14][CH3:15])=[O:13])[CH:8]=2)[CH:3]=[N:2]1. Given the reactants [NH:1]1[C:9]2[C:4](=[CH:5][CH:6]=[C:7]([C:10]([C:16]3[CH:21]=[CH:20][CH:19]=[CH:18][CH:17]=3)=[CH:11][C:12]([NH:14][CH3:15])=[O:13])[CH:8]=2)[CH:3]=[N:2]1.N1C2C(=CC=CC=2C(C2C=CC=CC=2)CC(NC)=O)C=C1, predict the reaction product. (6) The product is: [O:10]=[C:2]1[CH2:3][C:4]2[C:9](=[CH:8][CH:7]=[C:6]([S:12]([Cl:11])(=[O:14])=[O:13])[CH:5]=2)[NH:1]1. Given the reactants [NH:1]1[C:9]2[C:4](=[CH:5][CH:6]=[CH:7][CH:8]=2)[CH2:3][C:2]1=[O:10].[Cl:11][S:12](O)(=[O:14])=[O:13], predict the reaction product.